This data is from NCI-60 drug combinations with 297,098 pairs across 59 cell lines. The task is: Regression. Given two drug SMILES strings and cell line genomic features, predict the synergy score measuring deviation from expected non-interaction effect. (1) Drug 1: CC1OCC2C(O1)C(C(C(O2)OC3C4COC(=O)C4C(C5=CC6=C(C=C35)OCO6)C7=CC(=C(C(=C7)OC)O)OC)O)O. Drug 2: CC1=C(C(=O)C2=C(C1=O)N3CC4C(C3(C2COC(=O)N)OC)N4)N. Cell line: MCF7. Synergy scores: CSS=48.8, Synergy_ZIP=3.12, Synergy_Bliss=3.01, Synergy_Loewe=8.10, Synergy_HSA=9.59. (2) Drug 1: C1CN1P(=S)(N2CC2)N3CC3. Drug 2: COC1=NC(=NC2=C1N=CN2C3C(C(C(O3)CO)O)O)N. Cell line: RPMI-8226. Synergy scores: CSS=15.2, Synergy_ZIP=-3.25, Synergy_Bliss=-3.47, Synergy_Loewe=-9.60, Synergy_HSA=-3.65.